Dataset: Peptide-MHC class II binding affinity with 134,281 pairs from IEDB. Task: Regression. Given a peptide amino acid sequence and an MHC pseudo amino acid sequence, predict their binding affinity value. This is MHC class II binding data. (1) The peptide sequence is TLTYRMLEPTRVVNW. The MHC is DRB3_0202 with pseudo-sequence DRB3_0202. The binding affinity (normalized) is 1.00. (2) The peptide sequence is GEVLNALAYDVPIPG. The MHC is HLA-DQA10501-DQB10201 with pseudo-sequence HLA-DQA10501-DQB10201. The binding affinity (normalized) is 0.671. (3) The peptide sequence is VCGMFTNRSGSQQ. The MHC is HLA-DQA10102-DQB10602 with pseudo-sequence HLA-DQA10102-DQB10602. The binding affinity (normalized) is 0. (4) The MHC is HLA-DQA10301-DQB10302 with pseudo-sequence HLA-DQA10301-DQB10302. The binding affinity (normalized) is 0.235. The peptide sequence is WPQQQPFPQPQQPFC. (5) The peptide sequence is GFMYIREVLNKQRVC. The MHC is DRB1_0101 with pseudo-sequence DRB1_0101. The binding affinity (normalized) is 0.767.